Dataset: Forward reaction prediction with 1.9M reactions from USPTO patents (1976-2016). Task: Predict the product of the given reaction. (1) Given the reactants [NH:1]1[C:5]([C@@H:6]([C:8]2[CH:13]=[CH:12][C:11]([NH:14][C:15]3[S:16][CH:17]=[C:18]([C:20]([F:23])([F:22])[F:21])[N:19]=3)=[CH:10][CH:9]=2)[CH3:7])=[N:4][CH:3]=[N:2]1.CC[O:26]C(C)=O, predict the reaction product. The product is: [F:22][C:20]([F:23])([F:21])[C:18]1[N:19]=[C:15]([NH:14][C:11]2[CH:12]=[CH:13][C:8]([C@H:6]([C:5]3[N:1]([OH:26])[N:2]=[CH:3][N:4]=3)[CH3:7])=[CH:9][CH:10]=2)[S:16][CH:17]=1. (2) Given the reactants [NH:1]1[C:9]2[C:4](=[C:5]([C:10]3[CH:11]=[C:12]([CH:17]=[CH:18][CH:19]=3)[O:13][CH2:14][CH2:15][OH:16])[CH:6]=[CH:7][CH:8]=2)[CH:3]=[CH:2]1.C([OH:22])C.C(O)(=O)C.[Br-].[Br-].[Br-].[NH+]1C=CC=CC=1.[NH+]1C=CC=CC=1.[NH+]1C=CC=CC=1, predict the reaction product. The product is: [OH:16][CH2:15][CH2:14][O:13][C:12]1[CH:11]=[C:10]([C:5]2[CH:6]=[CH:7][CH:8]=[C:9]3[C:4]=2[CH2:3][C:2](=[O:22])[NH:1]3)[CH:19]=[CH:18][CH:17]=1. (3) Given the reactants C([O:3][C:4]([C:6]1[CH:11]=[C:10]([O:12][C:13]2[CH:14]=[C:15]3[C:19](=[CH:20][CH:21]=2)[N:18]([C:22](=[O:34])[NH:23][C:24]2[CH:29]=[CH:28][CH:27]=[C:26]([C:30]([F:33])([F:32])[F:31])[CH:25]=2)[CH2:17][CH2:16]3)[N:9]=[CH:8][N:7]=1)=[O:5])C.[H-].C([Al+]CC(C)C)C(C)C, predict the reaction product. The product is: [F:32][C:30]([F:31])([F:33])[C:26]1[CH:25]=[C:24]([NH:23][C:22]([N:18]2[C:19]3[C:15](=[CH:14][C:13]([O:12][C:10]4[CH:11]=[C:6]([CH:4]([OH:5])[OH:3])[N:7]=[CH:8][N:9]=4)=[CH:21][CH:20]=3)[CH2:16][CH2:17]2)=[O:34])[CH:29]=[CH:28][CH:27]=1. (4) Given the reactants [Cl:1][C:2]1[CH:3]=[C:4]([CH:6]=[CH:7][C:8]=1[O:9][CH2:10][C:11]1[CH:16]=[CH:15][CH:14]=[CH:13][C:12]=1[F:17])[NH2:5].Cl[C:19]1[C:28]2[C:23](=[CH:24][CH:25]=[C:26]([I:29])[CH:27]=2)[N:22]=[CH:21][N:20]=1, predict the reaction product. The product is: [ClH:1].[Cl:1][C:2]1[CH:3]=[C:4]([NH:5][C:19]2[C:28]3[C:23](=[CH:24][CH:25]=[C:26]([I:29])[CH:27]=3)[N:22]=[CH:21][N:20]=2)[CH:6]=[CH:7][C:8]=1[O:9][CH2:10][C:11]1[CH:16]=[CH:15][CH:14]=[CH:13][C:12]=1[F:17]. (5) Given the reactants [CH2:1]([OH:23])[C@H:2]1[O:7][C@H:6]([O:8][C@:9]2([CH2:18][OH:19])[O:13][C@H:12]([CH2:14][OH:15])[C@@H:11]([OH:16])[C@@H:10]2[OH:17])[C@H:5]([OH:20])[C@@H:4]([OH:21])[C@@H:3]1[OH:22].C(O)(=O)CCC(O)=O, predict the reaction product. The product is: [O:8]=[CH:6][C@@H:5]([C@H:4]([C@@H:3]([C@@H:2]([CH2:1][OH:23])[OH:7])[OH:22])[OH:21])[OH:20].[CH2:1]([OH:23])[C@H:2]1[O:7][C@H:6]([O:8][C@:9]2([CH2:18][OH:19])[O:13][C@H:12]([CH2:14][OH:15])[C@@H:11]([OH:16])[C@@H:10]2[OH:17])[C@H:5]([OH:20])[C@@H:4]([OH:21])[C@@H:3]1[OH:22]. (6) Given the reactants [C:1]([O:5][C:6]([N:8]1[CH2:12][CH2:11][C@H:10]([OH:13])[CH2:9]1)=[O:7])([CH3:4])([CH3:3])[CH3:2].[CH:14](I)([CH3:16])[CH3:15], predict the reaction product. The product is: [CH:14]([O:13][C@H:10]1[CH2:11][CH2:12][N:8]([C:6]([O:5][C:1]([CH3:4])([CH3:2])[CH3:3])=[O:7])[CH2:9]1)([CH3:16])[CH3:15]. (7) Given the reactants [CH3:1][N:2]1[CH2:7][CH2:6][N:5]([C:8]([NH:10][C:11]2[CH:16]=[C:15]([O:17][C:18]3[CH:19]=[N:20][C:21]([N+:24]([O-])=O)=[CH:22][CH:23]=3)[CH:14]=[CH:13][N:12]=2)=[O:9])[CH2:4][CH2:3]1.[NH4+].[Cl-], predict the reaction product. The product is: [NH2:24][C:21]1[N:20]=[CH:19][C:18]([O:17][C:15]2[CH:14]=[CH:13][N:12]=[C:11]([NH:10][C:8]([N:5]3[CH2:4][CH2:3][N:2]([CH3:1])[CH2:7][CH2:6]3)=[O:9])[CH:16]=2)=[CH:23][CH:22]=1.